This data is from Forward reaction prediction with 1.9M reactions from USPTO patents (1976-2016). The task is: Predict the product of the given reaction. Given the reactants [CH:1]1([CH2:6][CH2:7][C:8]2[N:16]([C:17]3[CH:25]=[CH:24][C:20]([CH2:21][CH2:22][NH2:23])=[CH:19][CH:18]=3)[C:11]3=[N:12][CH:13]=[CH:14][CH:15]=[C:10]3[N:9]=2)[CH2:5][CH2:4][CH2:3][CH2:2]1.[O:26]1[CH2:28][C@H:27]1[CH2:29][O:30][C:31]1[C:39]2[NH:38][C:37](=[O:40])[NH:36][C:35]=2[CH:34]=[CH:33][CH:32]=1, predict the reaction product. The product is: [CH:1]1([CH2:6][CH2:7][C:8]2[N:16]([C:17]3[CH:25]=[CH:24][C:20]([CH2:21][CH2:22][NH:23][CH2:28][CH:27]([OH:26])[CH2:29][O:30][C:31]4[C:39]5[NH:38][C:37](=[O:40])[NH:36][C:35]=5[CH:34]=[CH:33][CH:32]=4)=[CH:19][CH:18]=3)[C:11]3=[N:12][CH:13]=[CH:14][CH:15]=[C:10]3[N:9]=2)[CH2:5][CH2:4][CH2:3][CH2:2]1.